Dataset: Retrosynthesis with 50K atom-mapped reactions and 10 reaction types from USPTO. Task: Predict the reactants needed to synthesize the given product. (1) Given the product c1ccc(-c2cc(Cc3cc(-c4ccccc4)cc(-c4ccccc4)c3)cc(-c3ccccc3)c2)cc1, predict the reactants needed to synthesize it. The reactants are: O=C(c1cc(-c2ccccc2)cc(-c2ccccc2)c1)c1cc(-c2ccccc2)cc(-c2ccccc2)c1. (2) Given the product CCOC(C)O[C@@H]1C(=O)N[C@@H]1c1ccccc1, predict the reactants needed to synthesize it. The reactants are: C=COCC.O=C1N[C@H](c2ccccc2)[C@@H]1O. (3) Given the product CC(C)(C)c1ccc(S(=O)(=O)Nc2ccc(F)c(F)c2C(=O)c2ccncc2)cc1, predict the reactants needed to synthesize it. The reactants are: CC(C)(C)c1ccc(S(=O)(=O)Cl)cc1.Nc1ccc(F)c(F)c1C(=O)c1ccncc1. (4) Given the product Cc1cccc(C(=O)NC(c2ccccc2)C(C)(CO)N(C)C)c1C, predict the reactants needed to synthesize it. The reactants are: Cc1cccc(C(=O)NC(c2ccccc2)C(C)(CO[Si](C)(C)C(C)(C)C)N(C)C)c1C.